From a dataset of Full USPTO retrosynthesis dataset with 1.9M reactions from patents (1976-2016). Predict the reactants needed to synthesize the given product. (1) Given the product [CH3:1][C:2]1[O:6][C:5]([C:7]2[CH:8]=[CH:9][C:10]([N+:13]([O-:15])=[O:14])=[CH:11][CH:12]=2)=[N:4][C:3]=1[C:16]([O:18][CH3:19])=[O:17], predict the reactants needed to synthesize it. The reactants are: [CH3:1][CH:2]1[O:6][C:5]([C:7]2[CH:12]=[CH:11][C:10]([N+:13]([O-:15])=[O:14])=[CH:9][CH:8]=2)=[N:4][CH:3]1[C:16]([O:18][CH3:19])=[O:17].BrN1C(=O)CCC1=O. (2) Given the product [C:23]([C:22]1[CH:25]=[CH:26][C:19]([S:18][CH2:16][CH3:17])=[C:20]([N:27]([C:4](=[O:6])[C:3]2[CH:7]=[C:8]([C:12]([F:15])([F:14])[F:13])[CH:9]=[C:10]([Br:11])[C:2]=2[NH2:1])[NH2:28])[CH:21]=1)#[N:24], predict the reactants needed to synthesize it. The reactants are: [NH2:1][C:2]1[C:10]([Br:11])=[CH:9][C:8]([C:12]([F:15])([F:14])[F:13])=[CH:7][C:3]=1[C:4]([OH:6])=O.[CH2:16]([S:18][C:19]1[CH:26]=[CH:25][C:22]([C:23]#[N:24])=[CH:21][C:20]=1[NH:27][NH2:28])[CH3:17].Cl.ClC1C=CC(S(CC)(=O)=O)=C(C=1)CN.C1C=CC2N(O)N=NC=2C=1.CCN(C(C)C)C(C)C. (3) Given the product [CH2:1]([N:8]([CH3:29])[CH2:9][CH2:10][CH2:11][N:12]([CH2:20][C:21]1[CH:26]=[C:25]([CH2:27][NH:33][CH:30]2[CH2:32][CH2:31]2)[CH:24]=[CH:23][N:22]=1)[C:13](=[O:19])[O:14][C:15]([CH3:18])([CH3:17])[CH3:16])[C:2]1[CH:7]=[CH:6][CH:5]=[CH:4][CH:3]=1, predict the reactants needed to synthesize it. The reactants are: [CH2:1]([N:8]([CH3:29])[CH2:9][CH2:10][CH2:11][N:12]([CH2:20][C:21]1[CH:26]=[C:25]([CH:27]=O)[CH:24]=[CH:23][N:22]=1)[C:13](=[O:19])[O:14][C:15]([CH3:18])([CH3:17])[CH3:16])[C:2]1[CH:7]=[CH:6][CH:5]=[CH:4][CH:3]=1.[CH:30]1([NH2:33])[CH2:32][CH2:31]1. (4) Given the product [OH:31][C@H:32]([CH2:36][CH3:37])[C:33]([N:4]1[CH2:3][CH2:2][N:1]([C:7]2[C:16]3[C:11](=[CH:12][CH:13]=[CH:14][CH:15]=3)[N:10]=[C:9]([C:17]3[CH:22]=[CH:21][CH:20]=[CH:19][C:18]=3[OH:23])[N:8]=2)[CH2:6][CH2:5]1)=[O:34], predict the reactants needed to synthesize it. The reactants are: [N:1]1([C:7]2[C:16]3[C:11](=[CH:12][CH:13]=[CH:14][CH:15]=3)[N:10]=[C:9]([C:17]3[CH:22]=[CH:21][CH:20]=[CH:19][C:18]=3[OH:23])[N:8]=2)[CH2:6][CH2:5][NH:4][CH2:3][CH2:2]1.C(N(CC)CC)C.[OH:31][C@H:32]([CH2:36][CH3:37])[C:33](O)=[O:34].CN(C(ON1N=NC2C=CC=NC1=2)=[N+](C)C)C.F[P-](F)(F)(F)(F)F. (5) Given the product [CH3:1][O:2][C:3]1[CH:4]=[C:5]([CH:19]([CH2:24][CH:25]([CH3:27])[CH3:26])[C:20]([OH:22])=[O:21])[CH:6]=[C:7]([C:9]2[CH:14]=[CH:13][C:12]([C:15]([F:18])([F:17])[F:16])=[CH:11][CH:10]=2)[CH:8]=1, predict the reactants needed to synthesize it. The reactants are: [CH3:1][O:2][C:3]1[CH:4]=[C:5]([CH:19]([CH2:24][CH:25]([CH3:27])[CH3:26])[C:20]([O:22]C)=[O:21])[CH:6]=[C:7]([C:9]2[CH:14]=[CH:13][C:12]([C:15]([F:18])([F:17])[F:16])=[CH:11][CH:10]=2)[CH:8]=1.O.[OH-].[Li+]. (6) Given the product [CH:1]1([C:4]2[CH:9]=[CH:8][C:7]([CH2:10][CH:11]([NH:14][CH:17]=[O:18])[CH2:12][CH3:13])=[CH:6][C:5]=2[O:15][CH3:16])[CH2:3][CH2:2]1, predict the reactants needed to synthesize it. The reactants are: [CH:1]1([C:4]2[CH:9]=[CH:8][C:7]([CH2:10][CH:11]([NH2:14])[CH2:12][CH3:13])=[CH:6][C:5]=2[O:15][CH3:16])[CH2:3][CH2:2]1.[CH:17](OCC)=[O:18]. (7) Given the product [CH3:1][C:2]1[CH:7]=[CH:6][CH:5]=[C:4]([C:8]2[N:17]=[C:16]([NH:19][C:20]3[CH:25]=[CH:24][N:23]=[CH:22][C:21]=3[CH3:26])[C:15]3[C:10](=[N:11][CH:12]=[CH:13][N:14]=3)[N:9]=2)[N:3]=1, predict the reactants needed to synthesize it. The reactants are: [CH3:1][C:2]1[CH:7]=[CH:6][CH:5]=[C:4]([C:8]2[NH:17][C:16](=O)[C:15]3[C:10](=[N:11][CH:12]=[CH:13][N:14]=3)[N:9]=2)[N:3]=1.[NH2:19][C:20]1[CH:25]=[CH:24][N:23]=[CH:22][C:21]=1[CH3:26].C(N(C1C=CN=CC=1)C1C2C(=NC=CN=2)N=C(C2C=C(Br)C=CC=2F)N=1)CCC. (8) Given the product [NH:19]1[C:27]2[C:22](=[CH:23][CH:24]=[CH:25][CH:26]=2)[C:21]([C:28]2[C:29](=[O:30])[NH:31][C:3](=[O:18])[C:4]=2[C:6]2[CH:7]=[CH:8][C:9]([O:16][CH3:17])=[C:10]3[C:14]=2[N:13]([CH3:15])[CH:12]=[CH:11]3)=[CH:20]1, predict the reactants needed to synthesize it. The reactants are: CO[C:3](=[O:18])[C:4]([C:6]1[CH:7]=[CH:8][C:9]([O:16][CH3:17])=[C:10]2[C:14]=1[N:13]([CH3:15])[CH:12]=[CH:11]2)=O.[NH:19]1[C:27]2[C:22](=[CH:23][CH:24]=[CH:25][CH:26]=2)[C:21]([CH2:28][C:29]([NH2:31])=[O:30])=[CH:20]1.CC(C)([O-])C.[K+].C1COCC1. (9) The reactants are: COC1C=C(OC)C=CC=1C[N:6]([C:40]1[CH:45]=[CH:44][CH:43]=[C:42]([F:46])[N:41]=1)[S:7]([C:10]1[C:38]([F:39])=[CH:37][C:13]2[N:14]([C@@H:18]([C:20]3[CH:21]=[CH:22][CH:23]=[C:24]4[C:29]=3[CH2:28][N:27](C(OC(C)(C)C)=O)[CH2:26][CH2:25]4)[CH3:19])[C:15](=[O:17])[O:16][C:12]=2[CH:11]=1)(=[O:9])=[O:8].COC1C=C(OC)C=CC=1CN(C1C=CC=C(F)N=1)S(C1C(F)=CC2NC(=O)OC=2C=1)(=O)=O.O[C@H](C1C=CC=C2C=1CN(C(OC(C)(C)C)=O)CC2)C.C(O)(C(F)(F)F)=O.C(Cl)[Cl:114]. Given the product [ClH:114].[F:39][C:38]1[C:10]([S:7]([NH:6][C:40]2[CH:45]=[CH:44][CH:43]=[C:42]([F:46])[N:41]=2)(=[O:8])=[O:9])=[CH:11][C:12]2[O:16][C:15](=[O:17])[N:14]([C@@H:18]([C:20]3[CH:21]=[CH:22][CH:23]=[C:24]4[C:29]=3[CH2:28][NH:27][CH2:26][CH2:25]4)[CH3:19])[C:13]=2[CH:37]=1, predict the reactants needed to synthesize it.